This data is from Full USPTO retrosynthesis dataset with 1.9M reactions from patents (1976-2016). The task is: Predict the reactants needed to synthesize the given product. Given the product [CH2:21]([N:11]([CH2:9][CH3:10])[C:12]1[CH:20]=[CH:19][C:15]([C:16]2[S:17][C:1]3[CH:2]([OH:8])[CH2:3][CH2:4][CH2:5][C:6]=3[N:18]=2)=[CH:14][CH:13]=1)[CH3:22], predict the reactants needed to synthesize it. The reactants are: [CH:1]12O[CH:6]1[CH2:5][CH2:4][CH2:3][C:2]2=[O:8].[CH2:9]([N:11]([CH2:21][CH3:22])[C:12]1[CH:20]=[CH:19][C:15]([C:16]([NH2:18])=[S:17])=[CH:14][CH:13]=1)[CH3:10].